From a dataset of Full USPTO retrosynthesis dataset with 1.9M reactions from patents (1976-2016). Predict the reactants needed to synthesize the given product. (1) Given the product [C:1]([O:4][CH:5]([CH3:8])[CH3:6])(=[O:3])[CH3:2].[C:5]1([O:4][CH3:1])[CH:6]=[CH:14][CH:13]=[CH:12][CH:16]=1, predict the reactants needed to synthesize it. The reactants are: [C:1]([O:4][CH2:5][CH3:6])(=[O:3])[CH3:2].O1CCC[CH2:8]1.[CH2:12]([C:16](C)=O)[CH:13](C)[CH3:14].C(C(C)=O)C. (2) Given the product [CH3:34][C:31]1[CH:32]=[CH:33][C:28]([CH2:27][N:7]2[C:8]3[C:13](=[CH:12][C:11]([C:20]4[CH:25]=[CH:24][CH:23]=[C:22]([CH3:26])[CH:21]=4)=[CH:10][CH:9]=3)[C:14]3[C:15](=[O:19])[C:16](=[O:17])[O:4][CH2:5][C:6]2=3)=[CH:29][CH:30]=1, predict the reactants needed to synthesize it. The reactants are: C([O:4][CH2:5][C:6]1[N:7]([CH2:27][C:28]2[CH:33]=[CH:32][C:31]([CH3:34])=[CH:30][CH:29]=2)[C:8]2[C:13]([C:14]=1[C:15](=[O:19])[C:16](O)=[O:17])=[CH:12][C:11]([C:20]1[CH:25]=[CH:24][CH:23]=[C:22]([CH3:26])[CH:21]=1)=[CH:10][CH:9]=2)(=O)C.[OH-].[K+].Cl. (3) Given the product [C:1]([NH:5][C:6]([NH:21][C:20]1[CH:22]=[CH:23][CH:24]=[C:18]([O:17][CH2:16][CH2:15][CH2:14][N:11]2[CH2:10][CH2:9][O:8][CH2:13][CH2:12]2)[CH:19]=1)=[O:7])([CH3:4])([CH3:3])[CH3:2], predict the reactants needed to synthesize it. The reactants are: [C:1]([N:5]=[C:6]=[O:7])([CH3:4])([CH3:3])[CH3:2].[O:8]1[CH2:13][CH2:12][N:11]([CH2:14][CH2:15][CH2:16][O:17][C:18]2[CH:19]=[C:20]([CH:22]=[CH:23][CH:24]=2)[NH2:21])[CH2:10][CH2:9]1. (4) Given the product [C:51]([O:55][C:56]([NH:58][CH2:59][C:60]1[CH:81]=[CH:80][C:63]2[N:64]([CH2:69][CH2:70][CH2:71][CH2:72][O:73][C:74](=[O:79])[C:75]([CH3:78])([CH3:77])[CH3:76])[C:65]([CH2:67][N:44]3[C:45]4[C:50](=[CH:49][CH:48]=[CH:47][CH:46]=4)[C:42]([CH:40]=[CH2:41])=[N:43]3)=[N:66][C:62]=2[CH:61]=1)=[O:57])([CH3:54])([CH3:52])[CH3:53], predict the reactants needed to synthesize it. The reactants are: C(OC(=O)NCC1C=CC2N(CCC(C)C)C(CN3C4C(=CC=CC=4)C(=O)N(C4CC4)C3=O)=NC=2C=1)(C)(C)C.[CH:40]([C:42]1[C:50]2[C:45](=[CH:46][CH:47]=[CH:48][CH:49]=2)[NH:44][N:43]=1)=[CH2:41].[C:51]([O:55][C:56]([NH:58][CH2:59][C:60]1[CH:81]=[CH:80][C:63]2[N:64]([CH2:69][CH2:70][CH2:71][CH2:72][O:73][C:74](=[O:79])[C:75]([CH3:78])([CH3:77])[CH3:76])[C:65]([CH2:67]Cl)=[N:66][C:62]=2[CH:61]=1)=[O:57])([CH3:54])([CH3:53])[CH3:52].Cl. (5) Given the product [CH2:17]([NH:24][C:25]([C:27]1[S:31][C:30]([N:3]2[CH:4]=[CH:5][CH:6]=[C:7]([C:8](=[O:9])[NH:10][C:11]3[CH:16]=[CH:15][CH:14]=[CH:13][CH:12]=3)[C:2]2=[O:1])=[N:29][C:28]=1[CH3:33])=[O:26])[C:18]1[CH:19]=[CH:20][CH:21]=[CH:22][CH:23]=1, predict the reactants needed to synthesize it. The reactants are: [O:1]=[C:2]1[C:7]([C:8]([NH:10][C:11]2[CH:16]=[CH:15][CH:14]=[CH:13][CH:12]=2)=[O:9])=[CH:6][CH:5]=[CH:4][NH:3]1.[CH2:17]([NH:24][C:25]([C:27]1[S:31][C:30](Br)=[N:29][C:28]=1[CH3:33])=[O:26])[C:18]1[CH:23]=[CH:22][CH:21]=[CH:20][CH:19]=1. (6) The reactants are: [S:1]([C:11]1[CH:16]=[CH:15][C:14]([CH3:17])=[CH:13][CH:12]=1)[C@H:2]1[O:8][C@@H:7]([CH2:9][OH:10])[C@@H:5]([OH:6])[C@@H:3]1[OH:4].[C:18](Cl)([C:31]1[CH:36]=[CH:35][CH:34]=[CH:33][CH:32]=1)([C:25]1[CH:30]=[CH:29][CH:28]=[CH:27][CH:26]=1)[C:19]1[CH:24]=[CH:23][CH:22]=[CH:21][CH:20]=1. Given the product [C:18]([O:10][CH2:9][C@@H:7]1[O:8][C@H:2]([S:1][C:11]2[CH:16]=[CH:15][C:14]([CH3:17])=[CH:13][CH:12]=2)[C@@H:3]([OH:4])[C@@H:5]1[OH:6])([C:19]1[CH:24]=[CH:23][CH:22]=[CH:21][CH:20]=1)([C:31]1[CH:32]=[CH:33][CH:34]=[CH:35][CH:36]=1)[C:25]1[CH:26]=[CH:27][CH:28]=[CH:29][CH:30]=1, predict the reactants needed to synthesize it. (7) Given the product [Cl:33][C:29]1[CH:28]=[C:27]([CH2:26][N:6]2[C:7]([CH3:9])=[CH:8][C:4](/[CH:3]=[C:2](\[F:1])/[C:10]3[CH:15]=[CH:14][C:13]([O:16][C:17]([F:19])([F:18])[F:20])=[CH:12][CH:11]=3)=[N:5]2)[CH:32]=[CH:31][N:30]=1, predict the reactants needed to synthesize it. The reactants are: [F:1]/[C:2](/[C:10]1[CH:15]=[CH:14][C:13]([O:16][C:17]([F:20])([F:19])[F:18])=[CH:12][CH:11]=1)=[CH:3]\[C:4]1[CH:8]=[C:7]([CH3:9])[NH:6][N:5]=1.CS(O[CH2:26][C:27]1[CH:32]=[CH:31][N:30]=[C:29]([Cl:33])[CH:28]=1)(=O)=O. (8) The reactants are: [Cl:1][C:2]1[CH:25]=[CH:24][C:5]([O:6][C:7]([CH3:23])([CH3:22])[CH2:8][O:9][C:10]2[CH:15]=[CH:14][N:13]=[C:12]([NH:16][NH2:17])[C:11]=2[C:18]([F:21])([F:20])[F:19])=[CH:4][CH:3]=1.[F:26][C:27]([F:35])([F:34])[CH2:28][O:29][CH2:30][C:31](Cl)=[O:32]. Given the product [Cl:1][C:2]1[CH:3]=[CH:4][C:5]([O:6][C:7]([CH3:23])([CH3:22])[CH2:8][O:9][C:10]2[CH:15]=[CH:14][N:13]=[C:12]([NH:16][NH:17][C:31](=[O:32])[CH2:30][O:29][CH2:28][C:27]([F:35])([F:34])[F:26])[C:11]=2[C:18]([F:21])([F:19])[F:20])=[CH:24][CH:25]=1, predict the reactants needed to synthesize it.